The task is: Predict the reactants needed to synthesize the given product.. This data is from Full USPTO retrosynthesis dataset with 1.9M reactions from patents (1976-2016). (1) The reactants are: [OH:1][C:2]1[CH:3]=[C:4]([CH:19]=[CH:20][C:21]=1[OH:22])[CH2:5][NH:6][C:7]1[N:15]=[CH:14][N:13]=[C:12]2[C:8]=1[N:9]=[CH:10][N:11]2[CH:16]([CH3:18])[CH3:17].[Br-:23].[C-]#N.[K+]. Given the product [OH:1][C:2]1[CH:3]=[C:4]([CH:19]=[CH:20][C:21]=1[OH:22])[CH2:5][NH:6][C:7]1[N:15]=[CH:14][N:13]=[C:12]2[C:8]=1[N:9]=[C:10]([Br:23])[N:11]2[CH:16]([CH3:18])[CH3:17], predict the reactants needed to synthesize it. (2) Given the product [CH2:21]([O:23][CH2:24][C:25]1[N:12]([CH2:13][CH2:14][CH2:15][C:16]([O:18][CH2:19][CH3:20])=[O:17])[C:11]2[C:10]3[N:9]=[CH:8][CH:7]=[CH:6][C:5]=3[N:4]=[CH:3][C:2]=2[N:1]=1)[CH3:22], predict the reactants needed to synthesize it. The reactants are: [NH2:1][C:2]1[CH:3]=[N:4][C:5]2[C:10]([C:11]=1[NH:12][CH2:13][CH2:14][CH2:15][C:16]([O:18][CH2:19][CH3:20])=[O:17])=[N:9][CH:8]=[CH:7][CH:6]=2.[CH2:21]([O:23][CH2:24][C:25](Cl)=O)[CH3:22].C(N(CC)CC)C.